From a dataset of Catalyst prediction with 721,799 reactions and 888 catalyst types from USPTO. Predict which catalyst facilitates the given reaction. (1) Reactant: [CH3:1][C:2]1[N:3]=[C:4]([S:8][CH2:9][C:10]2[N:15]=[C:14](N)[CH:13]=[C:12]([N:17]3[CH2:22][CH2:21][O:20][CH2:19][CH2:18]3)[CH:11]=2)[O:5][C:6]=1[CH3:7].N([O-])=O.[Na+].[I-].[K+].[OH-].[Na+].[ClH:31]. Product: [Cl:31][C:14]1[CH:13]=[C:12]([N:17]2[CH2:22][CH2:21][O:20][CH2:19][CH2:18]2)[CH:11]=[C:10]([CH2:9][S:8][C:4]2[O:5][C:6]([CH3:7])=[C:2]([CH3:1])[N:3]=2)[N:15]=1. The catalyst class is: 6. (2) Reactant: C([O:8][CH2:9][C:10]1[NH:15][C:14](=[O:16])[C:13]2=[CH:17][N:18]=[C:19]([C:20]3[CH2:21][CH2:22][O:23][CH2:24][CH:25]=3)[N:12]2[N:11]=1)C1C=CC=CC=1.[H][H]. Product: [OH:8][CH2:9][C:10]1[NH:15][C:14](=[O:16])[C:13]2=[CH:17][N:18]=[C:19]([CH:20]3[CH2:21][CH2:22][O:23][CH2:24][CH2:25]3)[N:12]2[N:11]=1. The catalyst class is: 105. (3) Reactant: [NH2:1][C:2]1[C:3]2[CH:10]=[CH:9][N:8]([C@@H:11]3[O:24][C@H:23]([CH2:25][O:26][C:27](=[O:29])[CH3:28])[C@@H:17]([O:18][C:19](=[O:22])[CH2:20][CH3:21])[C@H:12]3[O:13][C:14](=[O:16])[CH3:15])[C:4]=2[N:5]=[CH:6][N:7]=1.[N+:30]([O-])([OH:32])=[O:31].S(=O)(=O)(O)O. Product: [NH2:1][C:2]1[C:3]2[C:10]([N+:30]([O-:32])=[O:31])=[CH:9][N:8]([C@@H:11]3[O:24][C@H:23]([CH2:25][O:26][C:27](=[O:29])[CH3:28])[C@@H:17]([O:18][C:19](=[O:22])[CH2:20][CH3:21])[C@H:12]3[O:13][C:14](=[O:16])[CH3:15])[C:4]=2[N:5]=[CH:6][N:7]=1. The catalyst class is: 46. (4) Reactant: [C:1]([NH:5][C:6]([C:8]1[CH:13]=[CH:12][C:11]([C:14]#[C:15][C:16]2[CH:21]=[CH:20][N:19]=[C:18]([Cl:22])[CH:17]=2)=[CH:10][N:9]=1)=[O:7])([CH3:4])([CH3:3])[CH3:2].IC.[H-].[Na+].[C:27]([O-])(O)=O.[Na+]. Product: [C:1]([N:5]([CH3:27])[C:6]([C:8]1[CH:13]=[CH:12][C:11]([C:14]#[C:15][C:16]2[CH:21]=[CH:20][N:19]=[C:18]([Cl:22])[CH:17]=2)=[CH:10][N:9]=1)=[O:7])([CH3:4])([CH3:2])[CH3:3]. The catalyst class is: 3. (5) Reactant: [Cl:1][C:2]1[CH:3]=[C:4]([C:8]2[C:21]([CH3:22])=[C:20]([C:23]#[N:24])[C:11]3[N:12]=[C:13]([C:15]([N:17]([CH3:19])[CH3:18])=[O:16])[O:14][C:10]=3[C:9]=2F)[CH:5]=[CH:6][CH:7]=1.C(N(CC)CC)C.[CH3:33][NH:34][C@H:35]1[CH2:39][CH2:38][NH:37][CH2:36]1. Product: [Cl:1][C:2]1[CH:3]=[C:4]([C:8]2[C:21]([CH3:22])=[C:20]([C:23]#[N:24])[C:11]3[N:12]=[C:13]([C:15]([N:17]([CH3:19])[CH3:18])=[O:16])[O:14][C:10]=3[C:9]=2[N:37]2[CH2:38][CH2:39][C@H:35]([NH:34][CH3:33])[CH2:36]2)[CH:5]=[CH:6][CH:7]=1. The catalyst class is: 16. (6) Reactant: [Br:1][C:2]1[CH:3]=[N:4][N:5]([CH2:7][C:8]2[CH:13]=[CH:12][CH:11]=[C:10]([O:14]C)[CH:9]=2)[CH:6]=1.B(Br)(Br)Br. Product: [Br:1][C:2]1[CH:3]=[N:4][N:5]([CH2:7][C:8]2[CH:9]=[C:10]([OH:14])[CH:11]=[CH:12][CH:13]=2)[CH:6]=1. The catalyst class is: 2. (7) Reactant: [CH3:1][O:2][C:3]([C:5]1[CH:10]=[CH:9][N:8]=[CH:7][C:6]=1[C:11]#[C:12][CH:13]1[N:18]([C:19]([O:21][C:22]([CH3:25])([CH3:24])[CH3:23])=[O:20])[CH2:17][CH:16]([C:26]([O:28][CH3:29])=[O:27])[CH2:15][CH2:14]1)=[O:4].C(O)(C(F)(F)F)=O. Product: [CH3:1][O:2][C:3]([C:5]1[CH:10]=[CH:9][N:8]=[CH:7][C:6]=1[CH2:11][CH2:12][CH:13]1[N:18]([C:19]([O:21][C:22]([CH3:23])([CH3:24])[CH3:25])=[O:20])[CH2:17][CH:16]([C:26]([O:28][CH3:29])=[O:27])[CH2:15][CH2:14]1)=[O:4]. The catalyst class is: 2. (8) Reactant: [NH2:1][C:2]1[N:3]=[C:4]([NH:17][CH:18]2[CH2:23][CH2:22][NH:21][CH2:20][CH2:19]2)[S:5][C:6]=1[C:7]([C:9]1[C:14]([F:15])=[CH:13][CH:12]=[CH:11][C:10]=1[F:16])=[O:8].[CH3:24][N:25]([CH3:30])[S:26](Cl)(=[O:28])=[O:27]. Product: [CH3:24][N:25]([CH3:30])[S:26]([N:21]1[CH2:22][CH2:23][CH:18]([NH:17][C:4]2[S:5][C:6]([C:7](=[O:8])[C:9]3[C:14]([F:15])=[CH:13][CH:12]=[CH:11][C:10]=3[F:16])=[C:2]([NH2:1])[N:3]=2)[CH2:19][CH2:20]1)(=[O:28])=[O:27]. The catalyst class is: 17. (9) Reactant: [CH3:1][N:2]([CH3:7])[S:3](Cl)(=[O:5])=[O:4].C(N(CC)CC)C.[CH3:15][C:16]1([CH3:30])[C:20]([CH3:22])([CH3:21])[O:19][B:18]([C:23]2[CH:29]=[CH:28][C:26]([NH2:27])=[CH:25][CH:24]=2)[O:17]1. Product: [CH3:1][N:2]([CH3:7])[S:3](=[O:5])(=[O:4])[NH:27][C:26]1[CH:25]=[CH:24][C:23]([B:18]2[O:19][C:20]([CH3:22])([CH3:21])[C:16]([CH3:30])([CH3:15])[O:17]2)=[CH:29][CH:28]=1. The catalyst class is: 22.